From a dataset of Full USPTO retrosynthesis dataset with 1.9M reactions from patents (1976-2016). Predict the reactants needed to synthesize the given product. (1) Given the product [C:13]([N:5]1[C:6]2[C:11](=[CH:10][C:9]([F:12])=[CH:8][CH:7]=2)[C@H:2]([NH:1][C:21]2[CH:28]=[CH:27][C:24]([C:25]#[N:26])=[CH:23][N:22]=2)[C@@H:3]([CH3:19])[C@@H:4]1[CH:16]1[CH2:18][CH2:17]1)(=[O:15])[CH3:14], predict the reactants needed to synthesize it. The reactants are: [NH2:1][C@H:2]1[C:11]2[C:6](=[CH:7][CH:8]=[C:9]([F:12])[CH:10]=2)[N:5]([C:13](=[O:15])[CH3:14])[C@@H:4]([CH:16]2[CH2:18][CH2:17]2)[C@@H:3]1[CH3:19].F[C:21]1[CH:28]=[CH:27][C:24]([C:25]#[N:26])=[CH:23][N:22]=1.CCN(C(C)C)C(C)C. (2) The reactants are: Br[C:2]1[CH:11]=[CH:10][C:5]([C:6]([O:8][CH3:9])=[O:7])=[C:4]([F:12])[CH:3]=1.[N:13]1[CH:18]=[CH:17][CH:16]=[C:15](B(O)O)[CH:14]=1.C([O-])([O-])=O.[Na+].[Na+]. Given the product [F:12][C:4]1[CH:3]=[C:2]([C:15]2[CH:14]=[N:13][CH:18]=[CH:17][CH:16]=2)[CH:11]=[CH:10][C:5]=1[C:6]([O:8][CH3:9])=[O:7], predict the reactants needed to synthesize it. (3) Given the product [Br:1][C:2]1[CH:3]=[CH:4][C:5]([C@@H:8]([N:10]2[CH2:15][CH2:16][C@:17]([CH2:18][C:19]([CH3:21])=[CH2:20])([C:22]3[CH:23]=[CH:24][CH:25]=[CH:26][CH:27]=3)[O:28][C:11]2=[O:12])[CH3:9])=[CH:6][CH:7]=1, predict the reactants needed to synthesize it. The reactants are: [Br:1][C:2]1[CH:7]=[CH:6][C:5]([C@@H:8]([N:10]([CH2:15][CH2:16][C:17]([OH:28])([C:22]2[CH:27]=[CH:26][CH:25]=[CH:24][CH:23]=2)[CH2:18][C:19]([CH3:21])=[CH2:20])[C:11](=O)[O:12]C)[CH3:9])=[CH:4][CH:3]=1.[H-].[Na+]. (4) Given the product [CH2:32]([O:15][CH2:14][C@@H:3]1[O:4][CH:5]([OH:35])[CH2:1][C@H:2]1[OH:16])[C:23]1[CH:28]=[CH:27][CH:26]=[CH:25][CH:24]=1, predict the reactants needed to synthesize it. The reactants are: [CH2:1]1[C@@H:5](N2C(=O)NC(=O)C=C2)[O:4][C@@H:3]([CH2:14][OH:15])[C@@H:2]1[OH:16].N1C=CC=CC=1.[C:23]1([CH3:32])[CH:28]=[CH:27][C:26](C(Cl)=O)=[CH:25][CH:24]=1.C(OCC)(=[O:35])C. (5) Given the product [CH2:18]([C:20]1[N:25]=[C:24]([C:2]2[N:7]=[CH:6][C:5]3[CH:8]=[N:9][N:10]([C:11]4[CH:16]=[CH:15][CH:14]=[C:13]([F:17])[N:12]=4)[C:4]=3[CH:3]=2)[CH:23]=[N:22][CH:21]=1)[CH3:19], predict the reactants needed to synthesize it. The reactants are: Cl[C:2]1[N:7]=[CH:6][C:5]2[CH:8]=[N:9][N:10]([C:11]3[CH:16]=[CH:15][CH:14]=[C:13]([F:17])[N:12]=3)[C:4]=2[CH:3]=1.[CH2:18]([C:20]1[N:25]=[C:24]([Sn](C)(C)C)[CH:23]=[N:22][CH:21]=1)[CH3:19]. (6) Given the product [NH2:18][C:8]1[CH2:7][C:6]([C:4]([O:3][CH2:1][CH3:2])=[O:5])=[CH:12][C:11]2[CH:13]=[C:14]([C:22]3[CH:23]=[CH:24][CH:25]=[CH:26][C:21]=3[O:20][CH3:19])[CH:15]=[CH:16][C:10]=2[N:9]=1, predict the reactants needed to synthesize it. The reactants are: [CH2:1]([O:3][C:4]([C:6]1[CH2:7][C:8]([NH2:18])=[N:9][C:10]2[CH:16]=[CH:15][C:14](Br)=[CH:13][C:11]=2[CH:12]=1)=[O:5])[CH3:2].[CH3:19][O:20][C:21]1[CH:26]=[CH:25][CH:24]=[CH:23][C:22]=1B(O)O.C(O)C.C(=O)([O-])[O-].[Cs+].[Cs+].